This data is from Forward reaction prediction with 1.9M reactions from USPTO patents (1976-2016). The task is: Predict the product of the given reaction. Given the reactants [C:1]([O:5][C:6]([NH:8][CH:9]([C:19]1[CH:24]=[CH:23][CH:22]=[CH:21][CH:20]=1)[C:10]([O:12][C@@H:13]1[CH2:17][CH2:16][N:15]([CH3:18])[CH2:14]1)=[O:11])=[O:7])([CH3:4])([CH3:3])[CH3:2].[Br:25][CH2:26][C:27]([C:29]1[CH:34]=[CH:33][CH:32]=[CH:31][CH:30]=1)=[O:28], predict the reaction product. The product is: [Br-:25].[C:1]([O:5][C:6]([NH:8][CH:9]([C:19]1[CH:20]=[CH:21][CH:22]=[CH:23][CH:24]=1)[C:10]([O:12][C@@H:13]1[CH2:17][CH2:16][N+:15]([CH3:18])([CH2:26][C:27](=[O:28])[C:29]2[CH:34]=[CH:33][CH:32]=[CH:31][CH:30]=2)[CH2:14]1)=[O:11])=[O:7])([CH3:4])([CH3:2])[CH3:3].